This data is from Catalyst prediction with 721,799 reactions and 888 catalyst types from USPTO. The task is: Predict which catalyst facilitates the given reaction. (1) Reactant: Cl.[N:2]1[CH:7]=[CH:6][CH:5]=[CH:4][C:3]=1[CH2:8]Cl.[Cl:10][C:11]1[CH:12]=[C:13]([SH:18])[CH:14]=[CH:15][C:16]=1[F:17].C(=O)([O-])[O-].[Cs+].[Cs+].O. Product: [Cl:10][C:11]1[CH:12]=[C:13]([S:18][CH2:8][C:3]2[CH:4]=[CH:5][CH:6]=[CH:7][N:2]=2)[CH:14]=[CH:15][C:16]=1[F:17]. The catalyst class is: 3. (2) The catalyst class is: 11. Reactant: O[CH:2]([C:4]1[CH:17]=[CH:16][C:7]2[CH:8]=[C:9]([C:11]([O:13][CH2:14][CH3:15])=[O:12])[S:10][C:6]=2[CH:5]=1)[CH3:3].C1(P([N:32]=[N+:33]=[N-:34])(C2C=CC=CC=2)=O)C=CC=CC=1.C1CCN2C(=NCCC2)CC1.[N-]=[N+]=[N-]. Product: [N:32]([CH:2]([C:4]1[CH:17]=[CH:16][C:7]2[CH:8]=[C:9]([C:11]([O:13][CH2:14][CH3:15])=[O:12])[S:10][C:6]=2[CH:5]=1)[CH3:3])=[N+:33]=[N-:34]. (3) Reactant: Cl[CH2:2][C:3]([NH:5][C:6]1[CH:11]=[C:10]([N+:12]([O-:14])=[O:13])[CH:9]=[CH:8][C:7]=1[O:15][CH3:16])=[O:4].[NH:17]1[CH2:22][CH2:21][O:20][CH2:19][CH2:18]1.C(N(CC)CC)C.[I-].[K+]. Product: [CH3:16][O:15][C:7]1[CH:8]=[CH:9][C:10]([N+:12]([O-:14])=[O:13])=[CH:11][C:6]=1[NH:5][C:3](=[O:4])[CH2:2][N:17]1[CH2:22][CH2:21][O:20][CH2:19][CH2:18]1. The catalyst class is: 3. (4) Reactant: [CH3:1][C:2]1[CH:6]=[C:5]([CH2:7][C:8]#[N:9])[NH:4][N:3]=1.CO[CH:12](OC)[N:13]([CH3:15])[CH3:14]. Product: [CH3:14][N:13]([CH3:15])[CH:12]=[C:7]([C:5]1[NH:4][N:3]=[C:2]([CH3:1])[CH:6]=1)[C:8]#[N:9]. The catalyst class is: 11. (5) Reactant: [Si]([O:18][CH:19]1[CH2:22][N:21]([C:23]2[S:24][CH:25]=[C:26]([C:28](=[O:48])[NH:29][C@@H:30]3[CH2:34][CH2:33][N:32]([C:35]([O:37][CH2:38][C:39]4[CH:44]=[CH:43][C:42]([N+:45]([O-:47])=[O:46])=[CH:41][CH:40]=4)=[O:36])[CH2:31]3)[N:27]=2)[CH2:20]1)(C(C)(C)C)(C1C=CC=CC=1)C1C=CC=CC=1.C(O)(=O)C.[F-].C([N+](CCCC)(CCCC)CCCC)CCC. Product: [OH:18][CH:19]1[CH2:20][N:21]([C:23]2[S:24][CH:25]=[C:26]([C:28](=[O:48])[NH:29][C@@H:30]3[CH2:34][CH2:33][N:32]([C:35]([O:37][CH2:38][C:39]4[CH:44]=[CH:43][C:42]([N+:45]([O-:47])=[O:46])=[CH:41][CH:40]=4)=[O:36])[CH2:31]3)[N:27]=2)[CH2:22]1. The catalyst class is: 7. (6) Reactant: [F:1][C:2]1[CH:3]=[CH:4][C:5]([OH:17])=[C:6](/[CH:8]=[C:9]2/[C:10](=[O:16])[N:11]=[C:12](SC)[S:13]/2)[CH:7]=1.[CH:18]([N:21]1[CH2:26][CH2:25][NH:24][CH2:23][CH2:22]1)([CH3:20])[CH3:19].O. Product: [F:1][C:2]1[CH:3]=[CH:4][C:5]([OH:17])=[C:6](/[CH:8]=[C:9]2/[C:10](=[O:16])[N:11]=[C:12]([N:24]3[CH2:25][CH2:26][N:21]([CH:18]([CH3:20])[CH3:19])[CH2:22][CH2:23]3)[S:13]/2)[CH:7]=1. The catalyst class is: 8. (7) Reactant: [C:1](OC(=O)C)(=[O:3])[CH3:2].[C:8]([O:12][C:13]([N:15]1[C@@H:20]([C@H:21]([OH:33])[C@@H:22]([NH2:32])[CH2:23][C:24]2[CH:29]=[C:28]([F:30])[CH:27]=[C:26]([F:31])[CH:25]=2)[CH2:19][O:18][C@@H:17]([O:34][CH2:35][C:36]([CH3:39])([CH3:38])[CH3:37])[C@@H:16]1[CH3:40])=[O:14])([CH3:11])([CH3:10])[CH3:9].C(N(CC)CC)C. Product: [C:8]([O:12][C:13]([N:15]1[C@@H:20]([C@@H:21]([OH:33])[C@@H:22]([NH:32][C:1](=[O:3])[CH3:2])[CH2:23][C:24]2[CH:25]=[C:26]([F:31])[CH:27]=[C:28]([F:30])[CH:29]=2)[CH2:19][O:18][C@@H:17]([O:34][CH2:35][C:36]([CH3:39])([CH3:38])[CH3:37])[C@@H:16]1[CH3:40])=[O:14])([CH3:10])([CH3:9])[CH3:11]. The catalyst class is: 4.